From a dataset of Full USPTO retrosynthesis dataset with 1.9M reactions from patents (1976-2016). Predict the reactants needed to synthesize the given product. (1) Given the product [C:1]([C:3]1[C:8]([O:9][C:10]2[CH:11]=[CH:12][C:13]([O:16][C:23](=[O:24])[N:22]([CH3:21])[C:26]3[CH:31]=[CH:30][CH:29]=[CH:28][CH:27]=3)=[CH:14][CH:15]=2)=[CH:7][C:6]([C:17]([F:20])([F:18])[F:19])=[CH:5][N:4]=1)#[N:2], predict the reactants needed to synthesize it. The reactants are: [C:1]([C:3]1[C:8]([O:9][C:10]2[CH:15]=[CH:14][C:13]([OH:16])=[CH:12][CH:11]=2)=[CH:7][C:6]([C:17]([F:20])([F:19])[F:18])=[CH:5][N:4]=1)#[N:2].[CH3:21][N:22]([C:26]1[CH:31]=[CH:30][CH:29]=[CH:28][CH:27]=1)[C:23](Cl)=[O:24]. (2) Given the product [CH2:23]([S:25]([N:28]1[CH2:29][CH2:30][N:31]([C:20](=[O:22])/[CH:19]=[CH:18]/[C:9]2[CH:10]=[CH:11][C:12]([C:14]([F:15])([F:16])[F:17])=[CH:13][C:8]=2[CH2:7][N:5]2[N:4]=[N:3][C:2]([CH3:1])=[N:6]2)[CH2:32][CH2:33]1)(=[O:27])=[O:26])[CH3:24], predict the reactants needed to synthesize it. The reactants are: [CH3:1][C:2]1[N:3]=[N:4][N:5]([CH2:7][C:8]2[CH:13]=[C:12]([C:14]([F:17])([F:16])[F:15])[CH:11]=[CH:10][C:9]=2/[CH:18]=[CH:19]/[C:20]([OH:22])=O)[N:6]=1.[CH2:23]([S:25]([N:28]1[CH2:33][CH2:32][NH:31][CH2:30][CH2:29]1)(=[O:27])=[O:26])[CH3:24].